From a dataset of CYP3A4 inhibition data for predicting drug metabolism from PubChem BioAssay. Regression/Classification. Given a drug SMILES string, predict its absorption, distribution, metabolism, or excretion properties. Task type varies by dataset: regression for continuous measurements (e.g., permeability, clearance, half-life) or binary classification for categorical outcomes (e.g., BBB penetration, CYP inhibition). Dataset: cyp3a4_veith. (1) The molecule is Cc1cccc(C(=O)O)c1C[C@H]1NCC[C@H]2c3ccccc3N[C@H]21. The result is 0 (non-inhibitor). (2) The molecule is CC(=O)c1cc(C#N)c(Oc2cccc(C(F)(F)F)c2)nc1C. The result is 0 (non-inhibitor). (3) The molecule is Cc1ccccc1NC(=O)/C(=C/c1ccccc1)c1ccccc1. The result is 0 (non-inhibitor). (4) The drug is CCSc1nnc(NC(=O)C(C(F)(F)F)C(F)(F)F)s1. The result is 0 (non-inhibitor). (5) The compound is C[C@@]12CC[C@H]3[C@@H](CC[C@H]4C[C@@H](O)CC[C@]43C)[C@@]1(O)C[C@@H](O)[C@@H]2C1=CC(=O)OC1. The result is 0 (non-inhibitor). (6) The molecule is Cc1nnc(N(C)C(=O)c2ccccn2)s1. The result is 0 (non-inhibitor). (7) The molecule is CN1CCN(S(=O)(=O)c2ccc3[nH]cc(C(=O)O)c(=O)c3c2)CC1. The result is 0 (non-inhibitor). (8) The compound is O=C(c1ccco1)N1CCC2(CC1)CN(Cc1cc(C(F)(F)F)cc(C(F)(F)F)c1)C2. The result is 0 (non-inhibitor).